Dataset: Catalyst prediction with 721,799 reactions and 888 catalyst types from USPTO. Task: Predict which catalyst facilitates the given reaction. (1) Reactant: [F:1][C:2]1[CH:12]=[CH:11][CH:10]=[CH:9][C:3]=1[CH:4]=[CH:5][C:6](O)=[O:7].CCN=C=NCCC[N:21]([CH3:23])C.Cl.C(N(CC)CC)C.N[O:33][CH3:34].Cl. Product: [F:1][C:2]1[CH:12]=[CH:11][CH:10]=[CH:9][C:3]=1[CH:4]=[CH:5][C:6]([N:21]([O:33][CH3:34])[CH3:23])=[O:7]. The catalyst class is: 79. (2) Reactant: [NH2:1][CH:2]([CH2:10][CH2:11][CH2:12][CH2:13][NH:14][C:15]([O:17][CH2:18][C:19]1[CH:24]=[CH:23][CH:22]=[CH:21][CH:20]=1)=[O:16])[C:3]([O:5][C:6]([CH3:9])([CH3:8])[CH3:7])=[O:4].C(N(CC)CC)C.[C:32]([O:36][C:37](ON1C(=O)CCC1=O)=[O:38])([CH3:35])([CH3:34])[CH3:33]. Product: [CH2:18]([O:17][C:15]([NH:14][CH2:13][CH2:12][CH2:11][CH2:10][CH:2]([NH:1][C:37]([O:36][C:32]([CH3:35])([CH3:34])[CH3:33])=[O:38])[C:3]([O:5][C:6]([CH3:9])([CH3:7])[CH3:8])=[O:4])=[O:16])[C:19]1[CH:20]=[CH:21][CH:22]=[CH:23][CH:24]=1. The catalyst class is: 9.